From a dataset of Full USPTO retrosynthesis dataset with 1.9M reactions from patents (1976-2016). Predict the reactants needed to synthesize the given product. (1) Given the product [CH3:28][C:24]([C:29]1[CH:34]=[CH:33][C:32]([CH3:35])=[CH:31][CH:30]=1)([CH2:23][CH2:22][CH2:21][CH2:20][C:19](=[O:39])[CH2:18][CH2:17][CH2:16][CH2:15][C:11]([CH3:40])([C:8]1[CH:7]=[CH:6][C:5]([CH3:1])=[CH:10][CH:9]=1)[C:12]([OH:14])=[O:13])[C:25]([OH:27])=[O:26], predict the reactants needed to synthesize it. The reactants are: [CH2:1]([C:5]1[CH:10]=[CH:9][C:8]([C:11]([CH3:40])([CH2:15][CH2:16][CH2:17][CH2:18][C:19](=[O:39])[CH2:20][CH2:21][CH2:22][CH2:23][C:24]([C:29]2[CH:34]=[CH:33][C:32]([CH2:35]C(C)C)=[CH:31][CH:30]=2)([CH3:28])[C:25]([OH:27])=[O:26])[C:12]([OH:14])=[O:13])=[CH:7][CH:6]=1)C(C)C.C(OC(=O)C(C)(C1C=CC(C)=CC=1)CCCCC(=O)CCCCC(C)(C1C=CC(C)=CC=1)C(OCC)=O)C.[OH-].[K+]. (2) Given the product [NH:3]1[C:2]2[NH:1][C:9]([C:10]([O:12][CH2:13][CH3:14])=[O:11])=[CH:8][C:6]=2[CH:5]=[N:4]1, predict the reactants needed to synthesize it. The reactants are: [NH2:1][C:2]1[CH:6]=[CH:5][NH:4][N:3]=1.Br[CH2:8][C:9](=O)[C:10]([O:12][CH2:13][CH3:14])=[O:11]. (3) Given the product [OH:24][CH2:23][CH2:22][O:21][C:18]1[CH:17]=[CH:16][C:15]([CH2:14][CH:8]([O:1][C:2]2[CH:3]=[CH:4][CH:5]=[CH:6][CH:7]=2)[C:9]([O:11][CH2:12][CH3:13])=[O:10])=[CH:20][CH:19]=1, predict the reactants needed to synthesize it. The reactants are: [O:1]([CH:8]([CH2:14][C:15]1[CH:20]=[CH:19][C:18]([O:21][CH2:22][CH2:23][O:24]C2CCCCO2)=[CH:17][CH:16]=1)[C:9]([O:11][CH2:12][CH3:13])=[O:10])[C:2]1[CH:7]=[CH:6][CH:5]=[CH:4][CH:3]=1.O.C1(C)C=CC(S(O)(=O)=O)=CC=1. (4) Given the product [Cl:1][C:2]1[C:7]([Cl:8])=[CH:6][CH:5]=[CH:4][C:3]=1[S:9]([NH:27][C:24]1[CH:23]=[CH:22][C:21]([B:16]2[O:17][C:18]([CH3:20])([CH3:19])[C:14]([CH3:28])([CH3:13])[O:15]2)=[CH:26][CH:25]=1)(=[O:11])=[O:10], predict the reactants needed to synthesize it. The reactants are: [Cl:1][C:2]1[C:7]([Cl:8])=[CH:6][CH:5]=[CH:4][C:3]=1[S:9](Cl)(=[O:11])=[O:10].[CH3:13][C:14]1([CH3:28])[C:18]([CH3:20])([CH3:19])[O:17][B:16]([C:21]2[CH:26]=[CH:25][C:24]([NH2:27])=[CH:23][CH:22]=2)[O:15]1.C(Cl)Cl. (5) Given the product [C:59]([O:58][C:56]([N:50]1[C@H:49]([C:47]2[NH:46][C:45]3[C:63]4[C:41]([CH2:42][CH2:43][C:44]=3[N:48]=2)=[CH:40][C:39]([C:2]2[CH:3]=[C:4]3[C:28](=[CH:29][CH:30]=2)[C:8]2[NH:9][C:10]([C@@H:12]5[CH2:16][CH2:15][CH2:14][N:13]5[C:17](=[O:27])[C@@H:18]([NH:22][C:23]([O:24][CH3:25])=[O:26])[CH:19]([CH3:21])[CH3:20])=[N:11][C:7]=2[CH:6]=[CH:5]3)=[CH:65][CH:64]=4)[C@@H:54]2[CH2:55][C@H:51]1[CH2:52][CH2:53]2)=[O:57])([CH3:62])([CH3:60])[CH3:61], predict the reactants needed to synthesize it. The reactants are: Br[C:2]1[CH:3]=[C:4]2[C:28](=[CH:29][CH:30]=1)[C:8]1[NH:9][C:10]([C@@H:12]3[CH2:16][CH2:15][CH2:14][N:13]3[C:17](=[O:27])[C@@H:18]([NH:22][C:23](=[O:26])[O:24][CH3:25])[CH:19]([CH3:21])[CH3:20])=[N:11][C:7]=1[CH:6]=[CH:5]2.CC1(C)C(C)(C)OB([C:39]2[CH:40]=[C:41]3[C:63](=[CH:64][CH:65]=2)[C:45]2[NH:46][C:47]([C@@H:49]4[C@@H:54]5[CH2:55][C@@H:51]([CH2:52][CH2:53]5)[N:50]4[C:56]([O:58][C:59]([CH3:62])([CH3:61])[CH3:60])=[O:57])=[N:48][C:44]=2[CH2:43][CH2:42]3)O1.C([O-])([O-])=O.[K+].[K+]. (6) The reactants are: Cl[C:2]1[C:7]([N+:8]([O-:10])=[O:9])=[CH:6][CH:5]=[C:4]([O:11][CH3:12])[N:3]=1.Cl.[C:14]([O:18][C:19](=[O:22])[CH2:20][NH2:21])([CH3:17])([CH3:16])[CH3:15].CCN(C(C)C)C(C)C. Given the product [CH3:12][O:11][C:4]1[N:3]=[C:2]([NH:21][CH2:20][C:19]([O:18][C:14]([CH3:17])([CH3:16])[CH3:15])=[O:22])[C:7]([N+:8]([O-:10])=[O:9])=[CH:6][CH:5]=1, predict the reactants needed to synthesize it.